This data is from Full USPTO retrosynthesis dataset with 1.9M reactions from patents (1976-2016). The task is: Predict the reactants needed to synthesize the given product. (1) The reactants are: [CH2:1]([NH:4][C:5]([C:7]1[CH:31]=[CH:30][C:10]2[N:11]([CH2:28][CH3:29])[C:12]([CH2:14][C:15]3[N:16]([C:20]4[CH:25]=[C:24]([F:26])[CH:23]=[CH:22][C:21]=4[F:27])[N:17]=[CH:18][CH:19]=3)=[N:13][C:9]=2[CH:8]=1)=[O:6])[C:2]#[CH:3]. Given the product [CH2:28]([N:11]1[C:10]2[CH:30]=[CH:31][C:7]([C:5]3[O:6][C:2]([CH3:3])=[CH:1][N:4]=3)=[CH:8][C:9]=2[N:13]=[C:12]1[CH2:14][C:15]1[N:16]([C:20]2[CH:25]=[C:24]([F:26])[CH:23]=[CH:22][C:21]=2[F:27])[N:17]=[CH:18][CH:19]=1)[CH3:29], predict the reactants needed to synthesize it. (2) The reactants are: [CH2:1]([O:7][C:8]1[C:13]([F:14])=[C:12]([F:15])[CH:11]=[C:10]([F:16])[C:9]=1[F:17])[CH2:2][CH2:3][CH2:4][CH2:5][CH3:6].C([Li])CCC.CCCCCC.[C:29](=[O:31])=[O:30].Cl. Given the product [CH2:1]([O:7][C:8]1[C:9]([F:17])=[C:10]([F:16])[C:11]([C:29]([OH:31])=[O:30])=[C:12]([F:15])[C:13]=1[F:14])[CH2:2][CH2:3][CH2:4][CH2:5][CH3:6], predict the reactants needed to synthesize it. (3) Given the product [Br:1][C:2]1[CH:3]=[CH:4][C:5]([S:8]([C:11]2[CH:16]=[CH:15][C:14]([NH2:18])=[N:13][CH:12]=2)(=[O:10])=[O:9])=[N:6][CH:7]=1, predict the reactants needed to synthesize it. The reactants are: [Br:1][C:2]1[CH:3]=[CH:4][C:5]([S:8]([C:11]2[CH:12]=[N:13][C:14](Cl)=[CH:15][CH:16]=2)(=[O:10])=[O:9])=[N:6][CH:7]=1.[NH4+:18].[OH-]. (4) Given the product [F:34][C:30]1[CH:29]=[C:28]([NH:27][C:13]([CH:14]2[C:15]3[C:16](=[CH:20][CH:21]=[CH:22][CH:23]=3)[C:17](=[O:19])[N:12]([CH2:11][CH2:10][O:9][CH3:8])[CH:6]2[C:2]2[S:1][CH:5]=[CH:4][CH:3]=2)=[O:24])[CH:33]=[CH:32][CH:31]=1, predict the reactants needed to synthesize it. The reactants are: [S:1]1[CH:5]=[CH:4][CH:3]=[C:2]1[CH:6]=O.[CH3:8][O:9][CH2:10][CH2:11][NH2:12].[C:13]1(=[O:24])[O:19][C:17](=O)[C:16]2=[CH:20][CH:21]=[CH:22][CH:23]=[C:15]2[CH2:14]1.C([NH:27][C:28]1[CH:33]=[CH:32][CH:31]=[C:30]([F:34])[CH:29]=1)C. (5) Given the product [CH3:35][O:34][C:23]1[CH:22]=[C:21]([C:19]([N:10]2[C:11]3[CH:18]=[CH:17][CH:16]=[CH:15][C:12]=3[CH2:13][N:14]3[C:5]([C:3]([NH:46][CH:44]([C:38]4[CH:43]=[CH:42][CH:41]=[CH:40][CH:39]=4)[CH3:45])=[O:4])=[CH:6][CH:7]=[C:8]3[CH2:9]2)=[O:20])[CH:26]=[CH:25][C:24]=1[C:27]1[CH:32]=[CH:31][CH:30]=[CH:29][C:28]=1[CH3:33], predict the reactants needed to synthesize it. The reactants are: ClC(Cl)(Cl)[C:3]([C:5]1[N:14]2[C:8]([CH2:9][N:10]([C:19]([C:21]3[CH:26]=[CH:25][C:24]([C:27]4[CH:32]=[CH:31][CH:30]=[CH:29][C:28]=4[CH3:33])=[C:23]([O:34][CH3:35])[CH:22]=3)=[O:20])[C:11]3[CH:18]=[CH:17][CH:16]=[CH:15][C:12]=3[CH2:13]2)=[CH:7][CH:6]=1)=[O:4].[C:38]1([CH:44]([NH2:46])[CH3:45])[CH:43]=[CH:42][CH:41]=[CH:40][CH:39]=1. (6) Given the product [Br:8][C:9]1[CH:17]=[CH:16][C:12]([C:13]([OH:15])=[O:14])=[C:11]([O:6][CH2:5][CH:4]([CH3:7])[CH3:3])[CH:10]=1, predict the reactants needed to synthesize it. The reactants are: [H-].[Na+].[CH3:3][CH:4]([CH3:7])[CH2:5][OH:6].[Br:8][C:9]1[CH:17]=[CH:16][C:12]([C:13]([OH:15])=[O:14])=[C:11](F)[CH:10]=1. (7) Given the product [NH2:15][CH2:14][C:9]1([N:8]([CH2:1][C:2]2[CH:7]=[CH:6][CH:5]=[CH:4][CH:3]=2)[CH2:16][C:17]2[CH:22]=[CH:21][CH:20]=[CH:19][CH:18]=2)[CH2:13][CH2:12][O:11][CH2:10]1, predict the reactants needed to synthesize it. The reactants are: [CH2:1]([N:8]([CH2:16][C:17]1[CH:22]=[CH:21][CH:20]=[CH:19][CH:18]=1)[C:9]1([C:14]#[N:15])[CH2:13][CH2:12][O:11][CH2:10]1)[C:2]1[CH:7]=[CH:6][CH:5]=[CH:4][CH:3]=1.[H-].[Al+3].[Li+].[H-].[H-].[H-]. (8) Given the product [NH2:8][C@@H:9]([CH2:14][CH2:15][CH2:16][CH2:17][NH:18][C:19]([CH:21]1[CH2:24][C:23](=[O:25])[CH2:22]1)=[O:20])[C:10]([O:12][CH3:13])=[O:11], predict the reactants needed to synthesize it. The reactants are: C(OC([NH:8][C@@H:9]([CH2:14][CH2:15][CH2:16][CH2:17][NH:18][C:19]([CH:21]1[CH2:24][C:23](=[O:25])[CH2:22]1)=[O:20])[C:10]([O:12][CH3:13])=[O:11])=O)(C)(C)C.Cl. (9) Given the product [CH2:25]([C:8]1[CH:9]=[CH:10][C:11]([CH2:12][N:13]([C:22]2[CH:23]=[CH:24][C:25]([OH:31])=[C:26]([CH:30]=2)[C:27]([OH:29])=[O:28])[C:14](=[O:21])[C:34]2[CH:33]=[CH:8][CH:9]=[N:36][CH:35]=2)=[CH:32][CH:33]=1)[CH2:24][CH2:23][CH2:22][CH2:30][CH2:26][CH3:27], predict the reactants needed to synthesize it. The reactants are: C([C:8]1[CH:33]=[CH:32][C:11]([CH2:12][N:13]([C:22]2[CH:23]=[CH:24][C:25]([OH:31])=[C:26]([CH:30]=2)[C:27]([OH:29])=[O:28])[C:14](=[O:21])C2C=CN=CC=2)=[CH:10][CH:9]=1)CCCCCC.[CH3:34][C:35]#[N:36]. (10) Given the product [OH:18][CH2:17][CH2:16][CH2:15][CH2:14][NH:13][C:10]([C:2]1[O:1][C:5]2[CH:6]=[CH:7][CH:8]=[CH:9][C:4]=2[CH:3]=1)=[O:12], predict the reactants needed to synthesize it. The reactants are: [O:1]1[C:5]2[CH:6]=[CH:7][CH:8]=[CH:9][C:4]=2[CH:3]=[C:2]1[C:10]([OH:12])=O.[NH2:13][CH2:14][CH2:15][CH2:16][CH2:17][OH:18].ON1C2C=CC=CC=2N=N1.Cl.CN(C)CCCN=C=NCC.C(N(C(C)C)CC)(C)C.